Dataset: Reaction yield outcomes from USPTO patents with 853,638 reactions. Task: Predict the reaction yield, written as a fraction of the theoretical maximum amount of product (1.0 means a 100% yield; for example, 0.34 means a 34% yield). The reactants are Cl[C:2]1[N:11]=[C:10]([NH:12][CH2:13][CH:14]([C:21]2[CH:26]=[CH:25][CH:24]=[CH:23][CH:22]=2)[C:15]2[CH:20]=[CH:19][CH:18]=[CH:17][CH:16]=2)[C:9]2[C:4](=[CH:5][CH:6]=[CH:7][CH:8]=2)[N:3]=1.[C:27]1([S:33]([N:36]2[C:44]3[C:39](=[CH:40][C:41](B(O)O)=[CH:42][CH:43]=3)[CH:38]=[CH:37]2)(=[O:35])=[O:34])[CH:32]=[CH:31][CH:30]=[CH:29][CH:28]=1.C(NC1C2C(=CC=CC=2)N=C(C2SC3C=CC=CC=3C=2)N=1)(C1C=CC=CC=1)C1C=CC=CC=1. The catalyst is C1CCCCC1.CCOC(C)=O. The product is [C:15]1([CH:14]([C:21]2[CH:26]=[CH:25][CH:24]=[CH:23][CH:22]=2)[CH2:13][NH:12][C:10]2[C:9]3[C:4](=[CH:5][CH:6]=[CH:7][CH:8]=3)[N:3]=[C:2]([C:41]3[CH:40]=[C:39]4[C:44](=[CH:43][CH:42]=3)[N:36]([S:33]([C:27]3[CH:32]=[CH:31][CH:30]=[CH:29][CH:28]=3)(=[O:35])=[O:34])[CH:37]=[CH:38]4)[N:11]=2)[CH:20]=[CH:19][CH:18]=[CH:17][CH:16]=1. The yield is 0.780.